Regression. Given a peptide amino acid sequence and an MHC pseudo amino acid sequence, predict their binding affinity value. This is MHC class I binding data. From a dataset of Peptide-MHC class I binding affinity with 185,985 pairs from IEDB/IMGT. The peptide sequence is RWFPTAFEF. The MHC is Mamu-B3901 with pseudo-sequence Mamu-B3901. The binding affinity (normalized) is 0.376.